From a dataset of Acute oral toxicity (LD50) regression data from Zhu et al.. Regression/Classification. Given a drug SMILES string, predict its toxicity properties. Task type varies by dataset: regression for continuous values (e.g., LD50, hERG inhibition percentage) or binary classification for toxic/non-toxic outcomes (e.g., AMES mutagenicity, cardiotoxicity, hepatotoxicity). Dataset: ld50_zhu. The molecule is CC(=O)OCCCl. The rat oral LD50 is 4.09, given as -log10 of the dose in mol/kg body weight (higher means more acutely toxic).